Dataset: Forward reaction prediction with 1.9M reactions from USPTO patents (1976-2016). Task: Predict the product of the given reaction. (1) Given the reactants [N:1]([CH:4]1[CH2:10][CH2:9][C:8]([F:20])([C:11]2[N:15]([CH3:16])[N:14]=[CH:13][C:12]=2[N+:17]([O-:19])=[O:18])[CH2:7][CH2:6][CH:5]1[OH:21])=[N+]=[N-].C1(P(C2C=CC=CC=2)C2C=CC=CC=2)C=CC=CC=1.CCN(C(C)C)C(C)C.[C:50]([O:54][C:55](O[C:55]([O:54][C:50]([CH3:53])([CH3:52])[CH3:51])=[O:56])=[O:56])([CH3:53])([CH3:52])[CH3:51], predict the reaction product. The product is: [F:20][C:8]1([C:11]2[N:15]([CH3:16])[N:14]=[CH:13][C:12]=2[N+:17]([O-:19])=[O:18])[CH2:9][CH2:10][CH:4]([NH:1][C:55](=[O:56])[O:54][C:50]([CH3:53])([CH3:52])[CH3:51])[CH:5]([OH:21])[CH2:6][CH2:7]1. (2) Given the reactants [CH3:1][CH:2]1[C:6](=[N:7]O)[CH2:5][C:4]2([CH2:13][CH2:12][N:11]([CH3:14])[CH2:10][CH2:9]2)[O:3]1.COCCO[AlH2-]OCCOC.[Na+], predict the reaction product. The product is: [CH3:14][N:11]1[CH2:12][CH2:13][C:4]2([O:3][CH:2]([CH3:1])[CH:6]3[CH:5]2[NH:7]3)[CH2:9][CH2:10]1.